From a dataset of Catalyst prediction with 721,799 reactions and 888 catalyst types from USPTO. Predict which catalyst facilitates the given reaction. (1) Reactant: [Cl:1][CH2:2][CH2:3][CH:4]([C:6]1[CH:11]=[CH:10][CH:9]=[CH:8][CH:7]=1)[OH:5].C(OC(C)=C)(=O)C. Product: [Cl:1][CH2:2][CH2:3][C@@H:4]([C:6]1[CH:11]=[CH:10][CH:9]=[CH:8][CH:7]=1)[OH:5]. The catalyst class is: 194. (2) Reactant: [CH2:1]([C@@:4]1([C:21]2[CH:26]=[CH:25][C:24]([F:27])=[CH:23][CH:22]=2)[O:9][C:8](=[O:10])[N:7]([C@H:11]([C:13]2[CH:18]=[CH:17][C:16]([O:19]C)=[CH:15][CH:14]=2)[CH3:12])[CH2:6][CH2:5]1)[CH:2]=[CH2:3].B(Br)(Br)Br.CO. Product: [CH2:1]([C@@:4]1([C:21]2[CH:22]=[CH:23][C:24]([F:27])=[CH:25][CH:26]=2)[O:9][C:8](=[O:10])[N:7]([C@H:11]([C:13]2[CH:18]=[CH:17][C:16]([OH:19])=[CH:15][CH:14]=2)[CH3:12])[CH2:6][CH2:5]1)[CH:2]=[CH2:3]. The catalyst class is: 448.